Predict the product of the given reaction. From a dataset of Forward reaction prediction with 1.9M reactions from USPTO patents (1976-2016). (1) Given the reactants [Cl:1][C:2]1[CH:3]=[C:4]([CH:21]=[C:22]([Cl:25])[C:23]=1[Cl:24])[CH2:5][N:6]1[CH:10]=[C:9]([N:11]2[CH:15]=[C:14]([C:16]([O:18]CC)=[O:17])[CH:13]=[N:12]2)[N:8]=[N:7]1.[OH-].[Na+], predict the reaction product. The product is: [Cl:25][C:22]1[CH:21]=[C:4]([CH:3]=[C:2]([Cl:1])[C:23]=1[Cl:24])[CH2:5][N:6]1[CH:10]=[C:9]([N:11]2[CH:15]=[C:14]([C:16]([OH:18])=[O:17])[CH:13]=[N:12]2)[N:8]=[N:7]1. (2) Given the reactants [NH2:1][C@H:2]1[C:11]2[C:6](=[CH:7][CH:8]=[C:9]([F:12])[CH:10]=2)[N:5]([C:13](=[O:15])[CH3:14])[C@@H:4]([CH3:16])[C@@H:3]1[CH3:17].Br[C:19]1[CH:24]=[CH:23][N:22]=[C:21]([O:25][CH3:26])[N:20]=1.CC(C)([O-])C.[Na+].CN(C1C(C2C(P(C3CCCCC3)C3CCCCC3)=CC=CC=2)=CC=CC=1)C, predict the reaction product. The product is: [F:12][C:9]1[CH:10]=[C:11]2[C:6](=[CH:7][CH:8]=1)[N:5]([C:13](=[O:15])[CH3:14])[C@@H:4]([CH3:16])[C@H:3]([CH3:17])[C@H:2]2[NH:1][C:19]1[CH:24]=[CH:23][N:22]=[C:21]([O:25][CH3:26])[N:20]=1.